Task: Predict the reaction yield, written as a fraction of the theoretical maximum amount of product (1.0 means a 100% yield; for example, 0.34 means a 34% yield).. Dataset: Reaction yield outcomes from USPTO patents with 853,638 reactions (1) The product is [CH3:17][O:18][C:19]1[CH:27]=[CH:26][C:25]([O:28][CH3:29])=[CH:24][C:20]=1[C:21]1[O:14][C:13]([C:3]2[C:4]([C:7]3[CH:12]=[CH:11][CH:10]=[CH:9][CH:8]=3)=[N:5][O:6][C:2]=2[CH3:1])=[N:15][N:16]=1. The reactants are [CH3:1][C:2]1[O:6][N:5]=[C:4]([C:7]2[CH:12]=[CH:11][CH:10]=[CH:9][CH:8]=2)[C:3]=1[C:13]([NH:15][NH2:16])=[O:14].[CH3:17][O:18][C:19]1[CH:27]=[CH:26][C:25]([O:28][CH3:29])=[CH:24][C:20]=1[C:21](O)=O. No catalyst specified. The yield is 0.530. (2) The yield is 0.150. The reactants are Br[CH:2]([C:6]1[S:7][C:8]([C:17]2[N:21]=[CH:20][N:19]([CH:22]3[CH2:27][CH2:26][CH2:25][CH2:24][O:23]3)[N:18]=2)=[C:9]([C:11]2[CH:16]=[CH:15][CH:14]=[CH:13][CH:12]=2)[N:10]=1)[C:3]([CH3:5])=O.[NH2:28][C:29]1[CH:34]=[CH:33][C:32]([Br:35])=[CH:31][N:30]=1.C(=O)(O)[O-].[Na+].CCOC(C)=O. The product is [Br:35][C:32]1[CH:33]=[CH:34][C:29]2[N:30]([C:2]([C:6]3[S:7][C:8]([C:17]4[N:21]=[CH:20][N:19]([CH:22]5[CH2:27][CH2:26][CH2:25][CH2:24][O:23]5)[N:18]=4)=[C:9]([C:11]4[CH:12]=[CH:13][CH:14]=[CH:15][CH:16]=4)[N:10]=3)=[C:3]([CH3:5])[N:28]=2)[CH:31]=1. The catalyst is C1COCC1.CC(O)C.